Dataset: Catalyst prediction with 721,799 reactions and 888 catalyst types from USPTO. Task: Predict which catalyst facilitates the given reaction. (1) Reactant: [C:1]([O:5][C:6]([N:8]1[CH2:13][CH2:12][O:11][C@@H:10]([C:14](=[O:30])[NH:15][CH2:16][CH2:17][C:18]2[CH:23]=[C:22]([O:24][CH3:25])[C:21]([N+:26]([O-])=O)=[CH:20][C:19]=2[Cl:29])[CH2:9]1)=[O:7])([CH3:4])([CH3:3])[CH3:2].[NH4+].[Cl-]. Product: [C:1]([O:5][C:6]([N:8]1[CH2:13][CH2:12][O:11][C@@H:10]([C:14](=[O:30])[NH:15][CH2:16][CH2:17][C:18]2[CH:23]=[C:22]([O:24][CH3:25])[C:21]([NH2:26])=[CH:20][C:19]=2[Cl:29])[CH2:9]1)=[O:7])([CH3:4])([CH3:2])[CH3:3]. The catalyst class is: 284. (2) Reactant: BrC1[CH:3]=[CH:4][C:5]([F:17])=[C:6]([S:8][CH:9]2[CH2:14][CH2:13][CH2:12][C:11](C)(C)[CH2:10]2)[CH:7]=1.[C:18](=[O:21])([O-])[O-:19].[Na+].[Na+].[CH3:24]C1(C)C2C(=C(P(C3C=CC=CC=3)C3C=CC=CC=3)C=CC=2)OC2C(P(C3C=CC=CC=3)C3C=CC=CC=3)=CC=CC1=2.[C]=O.[Cl:68][C:69]1[CH:70]=[C:71]([CH:73]=[CH:74][C:75]=1[F:76])[NH2:72].CC[O:79][CH2:80][CH3:81]. Product: [Cl:68][C:69]1[CH:70]=[C:71]([NH:72][C:80]([C:81]2[CH:3]=[CH:4][C:5]([F:17])=[C:6]([S:8][CH:9]3[CH2:14][CH2:13][CH:12]([C:18]([O:19][CH3:24])=[O:21])[CH2:11][CH2:10]3)[CH:7]=2)=[O:79])[CH:73]=[CH:74][C:75]=1[F:76]. The catalyst class is: 487. (3) Product: [ClH:1].[NH2:24][C@@H:22]1[CH2:23][C@H:21]1[C:18]1[CH:17]=[CH:16][C:15]([C:5]2[C:4]([O:3][CH3:2])=[CH:9][CH:8]=[C:7]([NH:10][S:11]([CH3:14])(=[O:13])=[O:12])[CH:6]=2)=[CH:20][CH:19]=1. The catalyst class is: 12. Reactant: [ClH:1].[CH3:2][O:3][C:4]1[CH:9]=[CH:8][C:7]([NH:10][S:11]([CH3:14])(=[O:13])=[O:12])=[CH:6][C:5]=1[C:15]1[CH:20]=[CH:19][C:18]([C@@H:21]2[CH2:23][C@H:22]2[NH:24]C(=O)OC(C)(C)C)=[CH:17][CH:16]=1. (4) Reactant: [S:1]([O-:13])([O:4][CH2:5][CH2:6][CH2:7][CH2:8][CH2:9][CH2:10][CH2:11][CH3:12])(=[O:3])=[O:2].[Na+].S(=O)(=O)(O)[O-].[CH3:20][O:21][C:22]1[CH:27]=[C:26]([NH:28][C:29]2[CH:34]=[CH:33][CH:32]=[CH:31][CH:30]=2)[CH:25]=[CH:24][C:23]=1[N+:35]#[N:36]. Product: [CH2:5]([O:4][S:1]([O-:13])(=[O:3])=[O:2])[CH2:6][CH2:7][CH2:8][CH2:9][CH2:10][CH2:11][CH3:12].[CH3:20][O:21][C:22]1[CH:27]=[C:26]([NH:28][C:29]2[CH:34]=[CH:33][CH:32]=[CH:31][CH:30]=2)[CH:25]=[CH:24][C:23]=1[N+:35]#[N:36]. The catalyst class is: 6. (5) Reactant: CCOC(/N=N/C(OCC)=O)=O.C(OC([N:20]1[CH2:25][CH2:24][N:23]([C:26]2[C:27]([O:32][CH2:33][CH2:34][OH:35])=[N:28][CH:29]=[CH:30][N:31]=2)[CH2:22][CH2:21]1)=O)(C)(C)C.O[C:37]1[CH:38]=[CH:39][C:40]([N+:47]([O-:49])=[O:48])=[C:41]2[C:46]=1[N:45]=[CH:44][CH:43]=[CH:42]2.C1C=CC(P(C2C=CC=CC=2)C2C=CC=CC=2)=CC=1.C(Cl)[Cl:70].C(O)(C(F)(F)F)=O.O. Product: [ClH:70].[N+:47]([C:40]1[CH:39]=[CH:38][C:37]([O:35][CH2:34][CH2:33][O:32][C:27]2[C:26]([N:23]3[CH2:22][CH2:21][NH:20][CH2:25][CH2:24]3)=[N:31][CH:30]=[CH:29][N:28]=2)=[C:46]2[C:41]=1[CH:42]=[CH:43][CH:44]=[N:45]2)([O-:49])=[O:48]. The catalyst class is: 1. (6) Reactant: C[O:2][C:3]1[CH:8]=[CH:7][C:6]([N:9]2[C:13]3[CH:14]=[CH:15][CH:16]=[CH:17][C:12]=3[N:11]=[C:10]2[C:18]2[S:22][N:21]=[N:20][C:19]=2[CH3:23])=[CH:5][CH:4]=1. Product: [CH3:23][C:19]1[N:20]=[N:21][S:22][C:18]=1[C:10]1[N:9]([C:6]2[CH:5]=[CH:4][C:3]([OH:2])=[CH:8][CH:7]=2)[C:13]2[CH:14]=[CH:15][CH:16]=[CH:17][C:12]=2[N:11]=1. The catalyst class is: 21. (7) Reactant: [N:1]1([CH:17]2[CH2:22][CH2:21][NH:20][CH2:19][CH2:18]2)[CH2:6][CH2:5][CH:4]([N:7]2[C@@H:11]3[CH2:12][CH2:13][CH2:14][CH2:15][C@H:10]3[NH:9][C:8]2=[O:16])[CH2:3][CH2:2]1.[CH:23]1([C:26](O)=[O:27])[CH2:25][CH2:24]1.CN(C(ON1N=NC2C=CC=NC1=2)=[N+](C)C)C.F[P-](F)(F)(F)(F)F.C(N(C(C)C)CC)(C)C. Product: [CH:23]1([C:26]([N:20]2[CH2:21][CH2:22][CH:17]([N:1]3[CH2:2][CH2:3][CH:4]([N:7]4[C@@H:11]5[CH2:12][CH2:13][CH2:14][CH2:15][C@H:10]5[NH:9][C:8]4=[O:16])[CH2:5][CH2:6]3)[CH2:18][CH2:19]2)=[O:27])[CH2:25][CH2:24]1. The catalyst class is: 3. (8) Reactant: [CH2:1]([OH:10])[CH2:2][CH2:3][CH2:4][CH2:5][CH2:6][CH2:7][CH2:8][OH:9].[N+:11]([C:14]1[CH:21]=[CH:20][CH:19]=[C:18]([N+]([O-])=O)[C:15]=1[C:16]#[N:17])([O-:13])=[O:12].C1CCN2C(=NCCC2)CC1. The catalyst class is: 1. Product: [OH:9][CH2:8][CH2:7][CH2:6][CH2:5][CH2:4][CH2:3][CH2:2][CH2:1][O:10][C:18]1[CH:19]=[CH:20][CH:21]=[C:14]([N+:11]([O-:13])=[O:12])[C:15]=1[C:16]#[N:17]. (9) Reactant: [NH2:1][C:2]1[N:7]=[C:6]([C:8]2[O:9][CH:10]=[CH:11][CH:12]=2)[C:5]([C:13]#[N:14])=[C:4]([S:15]([CH3:18])(=O)=O)[N:3]=1.C(S)[C:20]1[CH:25]=[CH:24][CH:23]=[CH:22][CH:21]=1.C1CCN2C(=NCCC2)CC1. Product: [NH2:1][C:2]1[N:3]=[C:4]([S:15][CH2:18][C:20]2[CH:25]=[CH:24][CH:23]=[CH:22][CH:21]=2)[C:5]([C:13]#[N:14])=[C:6]([C:8]2[O:9][CH:10]=[CH:11][CH:12]=2)[N:7]=1. The catalyst class is: 57.